From a dataset of Full USPTO retrosynthesis dataset with 1.9M reactions from patents (1976-2016). Predict the reactants needed to synthesize the given product. (1) Given the product [CH3:1][O:2][C:3]1[C:11]([O:12][CH2:13][C:14]2[CH:19]=[CH:18][CH:17]=[CH:16][CH:15]=2)=[CH:10][C:6]([C:7]([NH2:31])=[O:8])=[C:5]([N+:20]([O-:22])=[O:21])[CH:4]=1, predict the reactants needed to synthesize it. The reactants are: [CH3:1][O:2][C:3]1[C:11]([O:12][CH2:13][C:14]2[CH:19]=[CH:18][CH:17]=[CH:16][CH:15]=2)=[CH:10][C:6]([C:7](O)=[O:8])=[C:5]([N+:20]([O-:22])=[O:21])[CH:4]=1.C(Cl)(=O)C(Cl)=O.O.[OH-].[NH4+:31]. (2) Given the product [NH:14]1[C:13]2=[C:12]3[C:7](=[CH:8][CH:9]=[C:17]2[CH:16]=[CH:15]1)[C:6](=[O:36])[NH:1][CH:10]=[CH:11]3, predict the reactants needed to synthesize it. The reactants are: [N:1]([CH2:10][CH2:11][CH2:12][CH3:13])([CH2:6][CH2:7][CH2:8][CH3:9])CCCC.[NH:14]1C2[C:17](=CC=CC=2C=CC(N=[N+]=[N-])=O)[CH:16]=[CH:15]1.CCCCCC.[O:36](C1C=CC=CC=1)C1C=CC=CC=1. (3) Given the product [F:13][C:14]1[CH:15]=[C:16]([N:17]2[CH2:6][CH2:7][CH:5]([C:8]([OH:9])=[O:10])[C:4]2=[O:11])[CH:18]=[CH:19][C:20]=1[O:21][CH3:22], predict the reactants needed to synthesize it. The reactants are: CC1(C)[O:9][C:8](=[O:10])[C:5]2([CH2:7][CH2:6]2)[C:4](=[O:11])O1.[F:13][C:14]1[CH:15]=[C:16]([CH:18]=[CH:19][C:20]=1[O:21][CH3:22])[NH2:17]. (4) Given the product [CH3:11][C:3]1[CH:4]=[CH:5][CH:6]=[C:7]([N+:8]([O-:10])=[O:9])[C:2]=1[NH:15][CH2:12][CH2:13][CH3:14], predict the reactants needed to synthesize it. The reactants are: Cl[C:2]1[C:7]([N+:8]([O-:10])=[O:9])=[CH:6][CH:5]=[CH:4][C:3]=1[CH3:11].[CH2:12]([NH2:15])[CH2:13][CH3:14].